From a dataset of Forward reaction prediction with 1.9M reactions from USPTO patents (1976-2016). Predict the product of the given reaction. (1) Given the reactants [C:1]1([C:11]2[CH:16]=[CH:15][CH:14]=[CH:13][CH:12]=2)[CH:6]=[CH:5][CH:4]=[C:3]([S:7](Cl)(=[O:9])=[O:8])[CH:2]=1.[CH3:17][O:18][C:19]1[CH:20]=[C:21]([CH:23]=[C:24]([O:28][CH3:29])[C:25]=1[O:26][CH3:27])[NH2:22].C(N(CC)CC)C.O, predict the reaction product. The product is: [CH3:29][O:28][C:24]1[CH:23]=[C:21]([NH:22][S:7]([C:3]2[CH:2]=[C:1]([C:11]3[CH:16]=[CH:15][CH:14]=[CH:13][CH:12]=3)[CH:6]=[CH:5][CH:4]=2)(=[O:9])=[O:8])[CH:20]=[C:19]([O:18][CH3:17])[C:25]=1[O:26][CH3:27]. (2) Given the reactants [Cl:1][C:2]1[CH:3]=[N:4][C:5]2[C:10]([CH:11]=1)=[CH:9][C:8]([CH2:12][C:13]1[CH:14]=[C:15]([CH:19]=[CH:20][N:21]=1)[C:16]([OH:18])=[O:17])=[CH:7][C:6]=2F.NC1C=CC(C(OC)=O)=CC=1[Cl:34], predict the reaction product. The product is: [Cl:1][C:2]1[CH:3]=[N:4][C:5]2[C:10]([CH:11]=1)=[CH:9][C:8]([CH2:12][C:13]1[CH:14]=[C:15]([CH:19]=[CH:20][N:21]=1)[C:16]([OH:18])=[O:17])=[CH:7][C:6]=2[Cl:34]. (3) The product is: [Br:12][CH2:13][CH2:14][CH2:15][O:11][C:1]1[C:10]2[C:5](=[CH:6][CH:7]=[CH:8][CH:9]=2)[CH:4]=[CH:3][CH:2]=1. Given the reactants [C:1]1([OH:11])[C:10]2[C:5](=[CH:6][CH:7]=[CH:8][CH:9]=2)[CH:4]=[CH:3][CH:2]=1.[Br:12][CH2:13][CH2:14][CH2:15]O.C(OC(N=NC(OC(C)(C)C)=O)=O)(C)(C)C.C1(P(C2C=CC=CC=2)C2C=CC=CC=2)C=CC=CC=1, predict the reaction product.